Dataset: Full USPTO retrosynthesis dataset with 1.9M reactions from patents (1976-2016). Task: Predict the reactants needed to synthesize the given product. (1) Given the product [CH3:35][O:37][C:2]1[N:3]=[C:4]2[N:10]=[C:9]([C:11]3[CH:16]=[C:15]([O:17][C:18]4[CH:23]=[CH:22][C:21]([S:24]([CH3:27])(=[O:26])=[O:25])=[CH:20][CH:19]=4)[CH:14]=[C:13]([O:28][C@@H:29]([CH3:33])[CH2:30][O:31][CH3:32])[CH:12]=3)[NH:8][C:5]2=[N:6][CH:7]=1, predict the reactants needed to synthesize it. The reactants are: Br[C:2]1[N:3]=[C:4]2[N:10]=[C:9]([C:11]3[CH:16]=[C:15]([O:17][C:18]4[CH:23]=[CH:22][C:21]([S:24]([CH3:27])(=[O:26])=[O:25])=[CH:20][CH:19]=4)[CH:14]=[C:13]([O:28][C@@H:29]([CH3:33])[CH2:30][O:31][CH3:32])[CH:12]=3)[NH:8][C:5]2=[N:6][CH:7]=1.[Na].[C:35](OCC)(=[O:37])C. (2) Given the product [Cl:1][C:2]1[S:6][C:5]([CH:7]=[O:8])=[CH:4][C:3]=1[CH:12]([C:15]1[CH:20]=[CH:19][CH:18]=[C:17]([Cl:21])[CH:16]=1)[O:13][CH3:14], predict the reactants needed to synthesize it. The reactants are: [Cl:1][C:2]1[S:6][C:5]([CH:7]2OCC[O:8]2)=[CH:4][C:3]=1[CH:12]([C:15]1[CH:20]=[CH:19][CH:18]=[C:17]([Cl:21])[CH:16]=1)[O:13][CH3:14].